Dataset: Retrosynthesis with 50K atom-mapped reactions and 10 reaction types from USPTO. Task: Predict the reactants needed to synthesize the given product. (1) Given the product COc1ccc(COC(=O)c2cc(OCc3ccc(OC)cc3)ccc2/C=C/c2ccc(F)c(OC)c2)cc1, predict the reactants needed to synthesize it. The reactants are: C=Cc1ccc(F)c(OC)c1.COc1ccc(COC(=O)c2cc(OCc3ccc(OC)cc3)ccc2I)cc1. (2) Given the product CC(C)(C)OC(=O)N1CCC(=Cc2cccc(OCc3ccccc3)c2)CC1, predict the reactants needed to synthesize it. The reactants are: CC(C)(C)OC(=O)N1CCC(=O)CC1.CCOP(=O)(Cc1cccc(OCc2ccccc2)c1)OCC. (3) Given the product COc1nc(Nc2ccc(-n3cnc(C)c3)c(OC)c2)nc(N2CCCCC2)n1, predict the reactants needed to synthesize it. The reactants are: C1CCNCC1.COc1nc(Cl)nc(Nc2ccc(-n3cnc(C)c3)c(OC)c2)n1. (4) Given the product Cc1nc(C(C)(CC2CC2)NC(=O)c2ccc(N3CC(F)(F)C3)c(OCC3CC3)n2)no1, predict the reactants needed to synthesize it. The reactants are: Cc1nc(C(C)(N)CC2CC2)no1.O=C(O)c1ccc(N2CC(F)(F)C2)c(OCC2CC2)n1. (5) Given the product C=C(C(=O)N(C)OC)C(F)(F)F, predict the reactants needed to synthesize it. The reactants are: C=C(C(=O)O)C(F)(F)F.CNOC.